Dataset: Full USPTO retrosynthesis dataset with 1.9M reactions from patents (1976-2016). Task: Predict the reactants needed to synthesize the given product. (1) Given the product [CH3:24][C@@:12]([C:18]1[CH:19]=[CH:20][CH:21]=[CH:22][CH:23]=1)([CH2:13][CH2:14][CH:15]([CH3:16])[CH3:17])[C:11]([OH:25])=[O:27], predict the reactants needed to synthesize it. The reactants are: OC[C@@H](N[C:11](=[O:25])[C@@:12]([CH3:24])([C:18]1[CH:23]=[CH:22][CH:21]=[CH:20][CH:19]=1)[CH2:13][CH2:14][CH:15]([CH3:17])[CH3:16])C1C=CC=CC=1.S(=O)(=O)(O)[OH:27]. (2) Given the product [OH:24][C@@H:22]([CH3:23])[CH2:21][CH2:20][CH2:19][CH2:18][N:14]1[C:15](=[O:17])[C:16]2[NH:8][CH:9]=[N:10][C:11]=2[N:12]([CH3:26])[C:13]1=[O:25], predict the reactants needed to synthesize it. The reactants are: C([N:8]1[C:16]2[C:15](=[O:17])[N:14]([CH2:18][CH2:19][CH2:20][CH2:21][C@@H:22]([OH:24])[CH3:23])[C:13](=[O:25])[N:12]([CH3:26])[C:11]=2[N:10]=[CH:9]1)C1C=CC=CC=1.C(O)(=O)C.[H][H]. (3) Given the product [Cl:24][C:9]1[N:8]([C:5]2[CH:6]=[CH:7][C:2]([Cl:1])=[CH:3][CH:4]=2)[C:17](=[O:18])[C:16]2[C:11](=[CH:12][C:13]([O:19][CH3:20])=[CH:14][CH:15]=2)[N:10]=1, predict the reactants needed to synthesize it. The reactants are: [Cl:1][C:2]1[CH:7]=[CH:6][C:5]([N:8]2[C:17](=[O:18])[C:16]3[C:11](=[CH:12][C:13]([O:19][CH3:20])=[CH:14][CH:15]=3)[NH:10][C:9]2=O)=[CH:4][CH:3]=1.P(Cl)(Cl)([Cl:24])=O. (4) Given the product [Cl:31][C:32]1[CH:37]=[C:36]([N:17]2[C:18]3[C:14](=[CH:13][C:12]([C:10]([N:7]4[CH2:8][CH2:9][N:4]([CH:1]([CH3:3])[CH3:2])[CH2:5][CH2:6]4)=[O:11])=[CH:20][CH:19]=3)[CH:15]=[C:16]2[C:21]([N:23]2[CH2:28][CH2:27][CH:26]([O:29][CH3:30])[CH2:25][CH2:24]2)=[O:22])[CH:35]=[CH:34][CH:33]=1, predict the reactants needed to synthesize it. The reactants are: [CH:1]([N:4]1[CH2:9][CH2:8][N:7]([C:10]([C:12]2[CH:13]=[C:14]3[C:18](=[CH:19][CH:20]=2)[NH:17][C:16]([C:21]([N:23]2[CH2:28][CH2:27][CH:26]([O:29][CH3:30])[CH2:25][CH2:24]2)=[O:22])=[CH:15]3)=[O:11])[CH2:6][CH2:5]1)([CH3:3])[CH3:2].[Cl:31][C:32]1[CH:33]=[C:34](B(O)O)[CH:35]=[CH:36][CH:37]=1.N1C=CC=CC=1.